The task is: Predict the reactants needed to synthesize the given product.. This data is from Full USPTO retrosynthesis dataset with 1.9M reactions from patents (1976-2016). (1) Given the product [OH:13][C:11]1[CH:12]=[C:7]([CH:8]=[C:9]([OH:15])[C:10]=1[OH:14])[C:6]([NH:17][C:18]1[CH:23]=[CH:22][CH:21]=[CH:20][C:19]=1[CH3:24])=[O:16], predict the reactants needed to synthesize it. The reactants are: C(N[C:6](=[O:16])[C:7]1[CH:12]=[C:11]([OH:13])[C:10]([OH:14])=[C:9]([OH:15])[CH:8]=1)CCC.[NH2:17][C:18]1[C:19]([CH3:24])=[CH:20][CH:21]=[CH:22][CH:23]=1. (2) Given the product [C:27]([C:2]1[CH:11]=[C:10]2[C:5]([C:6]([CH3:26])=[C:7]([C:15]([NH:17][CH2:18][C:19]3[CH:24]=[CH:23][CH:22]=[C:21]([F:25])[CH:20]=3)=[O:16])[C:8]([O:12][CH2:13][CH3:14])=[N:9]2)=[CH:4][CH:3]=1)#[N:28], predict the reactants needed to synthesize it. The reactants are: Br[C:2]1[CH:11]=[C:10]2[C:5]([C:6]([CH3:26])=[C:7]([C:15]([NH:17][CH2:18][C:19]3[CH:24]=[CH:23][CH:22]=[C:21]([F:25])[CH:20]=3)=[O:16])[C:8]([O:12][CH2:13][CH3:14])=[N:9]2)=[CH:4][CH:3]=1.[CH3:27][N:28](CCN(C)C)C.CC1(C)C2C(=C(P(C3C=CC=CC=3)C3C=CC=CC=3)C=CC=2)OC2C(P(C3C=CC=CC=3)C3C=CC=CC=3)=CC=CC1=2.CCOC(C)=O.CCCCCC. (3) Given the product [C:1]([O:5][C:6]([N:8]1[CH2:13][CH2:12][CH:11]([N:19]2[CH2:20][CH2:21][CH:16]([OH:15])[CH2:17][CH2:18]2)[CH2:10][CH2:9]1)=[O:7])([CH3:4])([CH3:3])[CH3:2], predict the reactants needed to synthesize it. The reactants are: [C:1]([O:5][C:6]([N:8]1[CH2:13][CH2:12][C:11](=O)[CH2:10][CH2:9]1)=[O:7])([CH3:4])([CH3:3])[CH3:2].[OH:15][CH:16]1[CH2:21][CH2:20][NH:19][CH2:18][CH2:17]1.C(O)C.C(O)(=O)C.